From a dataset of HIV replication inhibition screening data with 41,000+ compounds from the AIDS Antiviral Screen. Binary Classification. Given a drug SMILES string, predict its activity (active/inactive) in a high-throughput screening assay against a specified biological target. The molecule is COc1ccc(-c2oc3ccccc3c(=O)c2O)cc1OC. The result is 0 (inactive).